Dataset: Forward reaction prediction with 1.9M reactions from USPTO patents (1976-2016). Task: Predict the product of the given reaction. (1) Given the reactants [CH3:1][C:2]1([CH3:12])[O:6][C@@H:5]([CH2:7][C:8](O)=[O:9])[C:4](=[O:11])[O:3]1.B, predict the reaction product. The product is: [CH3:1][C:2]1([CH3:12])[O:6][C@@H:5]([CH2:7][CH2:8][OH:9])[C:4](=[O:11])[O:3]1. (2) Given the reactants O=[C:2]([CH2:13][C:14]1[CH:19]=[CH:18][CH:17]=[CH:16][N:15]=1)[CH:3]([NH:5][C:6](=[O:12])[O:7][C:8]([CH3:11])([CH3:10])[CH3:9])[CH3:4].CCO.[OH-].[K+].[NH2:25][C:26]1[C:31]([CH:32]=O)=[CH:30][CH:29]=[CH:28][N:27]=1, predict the reaction product. The product is: [N:15]1[CH:16]=[CH:17][CH:18]=[CH:19][C:14]=1[C:13]1[C:2]([CH:3]([NH:5][C:6](=[O:12])[O:7][C:8]([CH3:11])([CH3:10])[CH3:9])[CH3:4])=[N:25][C:26]2[C:31]([CH:32]=1)=[CH:30][CH:29]=[CH:28][N:27]=2. (3) Given the reactants Cl.Cl[CH2:3][CH2:4][NH:5][CH2:6][CH2:7]Cl.[C:9]1([NH2:19])[C:18]2[CH2:17][CH2:16][CH2:15][CH2:14][C:13]=2[CH:12]=[CH:11][CH:10]=1, predict the reaction product. The product is: [C:9]1([N:19]2[CH2:7][CH2:6][NH:5][CH2:4][CH2:3]2)[C:18]2[CH2:17][CH2:16][CH2:15][CH2:14][C:13]=2[CH:12]=[CH:11][CH:10]=1. (4) Given the reactants [CH3:1][O:2][C:3]1[CH:4]=[C:5]([CH:11]2[CH2:16][CH:15]([C:17]([F:20])([F:19])[F:18])[N:14]3[N:21]=[C:22]([C:24]4[CH:25]=[CH:26][C:27]([C:30]#N)=[N:28][CH:29]=4)[CH:23]=[C:13]3[NH:12]2)[CH:6]=[CH:7][C:8]=1[O:9][CH3:10].[OH-:32].[Na+].Cl.[OH2:35], predict the reaction product. The product is: [CH3:1][O:2][C:3]1[CH:4]=[C:5]([CH:11]2[CH2:16][CH:15]([C:17]([F:18])([F:19])[F:20])[N:14]3[N:21]=[C:22]([C:24]4[CH:25]=[CH:26][C:27]([C:30]([OH:35])=[O:32])=[N:28][CH:29]=4)[CH:23]=[C:13]3[NH:12]2)[CH:6]=[CH:7][C:8]=1[O:9][CH3:10]. (5) The product is: [F:1][C:2]1[CH:3]=[CH:4][C:5]([CH2:8][C:9]2[CH:18]=[C:17]3[C:12]([C:13]([OH:29])=[C:14]([C:24]([NH:30][CH2:31][CH2:32][N:33]([CH3:38])[S:34]([CH3:37])(=[O:36])=[O:35])=[O:26])[C:15](=[O:23])[N:16]3[CH2:19][CH2:20][O:21][CH3:22])=[N:11][CH:10]=2)=[CH:6][CH:7]=1. Given the reactants [F:1][C:2]1[CH:7]=[CH:6][C:5]([CH2:8][C:9]2[CH:18]=[C:17]3[C:12]([C:13]([OH:29])=[C:14]([C:24]([O:26]CC)=O)[C:15](=[O:23])[N:16]3[CH2:19][CH2:20][O:21][CH3:22])=[N:11][CH:10]=2)=[CH:4][CH:3]=1.[NH2:30][CH2:31][CH2:32][N:33]([CH3:38])[S:34]([CH3:37])(=[O:36])=[O:35], predict the reaction product. (6) Given the reactants Br[CH2:2][C:3]1[C:8]([CH:9]2[CH2:11][CH2:10]2)=[CH:7][CH:6]=[CH:5][C:4]=1[N:12]1[C:16](=[O:17])[N:15]([CH3:18])[N:14]=[N:13]1.[CH3:19][C:20]1[CH:25]=[C:24]([C:26](=[N:28][O:29][CH3:30])[CH3:27])[CH:23]=[CH:22][C:21]=1[OH:31].C(=O)([O-])[O-].[K+].[K+], predict the reaction product. The product is: [CH3:19][C:20]1[CH:25]=[C:24]([C:26](=[N:28][O:29][CH3:30])[CH3:27])[CH:23]=[CH:22][C:21]=1[O:31][CH2:2][C:3]1[C:8]([CH:9]2[CH2:11][CH2:10]2)=[CH:7][CH:6]=[CH:5][C:4]=1[N:12]1[C:16](=[O:17])[N:15]([CH3:18])[N:14]=[N:13]1. (7) Given the reactants [CH:1]1[CH:6]=[CH:5][C:4](/[CH:7]=[CH:8]/[CH2:9][O:10][C@@H:11]2[O:16][C@H:15]([CH2:17][OH:18])[C@@H:14]([OH:19])[C@H:13]([OH:20])[C@H:12]2[OH:21])=[CH:3][CH:2]=1.[CH2:22]1[CH:26]2[CH:27]3[C:32](=[O:33])[O:31][C:29](=[O:30])[CH:28]3[CH:23]1[CH:24]=[CH:25]2.[OH-].[K+], predict the reaction product. The product is: [CH2:22]1[CH:26]2[CH:27]3[C:32](=[O:33])[O:31][C:29](=[O:30])[CH:28]3[CH:23]1[CH:24]=[CH:25]2.[CH:1]1[CH:2]=[CH:3][C:4](/[CH:7]=[CH:8]/[CH2:9][O:10][C@@H:11]2[O:16][C@H:15]([CH2:17][OH:18])[C@@H:14]([OH:19])[C@H:13]([OH:20])[C@H:12]2[OH:21])=[CH:5][CH:6]=1.